From a dataset of NCI-60 drug combinations with 297,098 pairs across 59 cell lines. Regression. Given two drug SMILES strings and cell line genomic features, predict the synergy score measuring deviation from expected non-interaction effect. Drug 1: CC1OCC2C(O1)C(C(C(O2)OC3C4COC(=O)C4C(C5=CC6=C(C=C35)OCO6)C7=CC(=C(C(=C7)OC)O)OC)O)O. Drug 2: CC(C)(C#N)C1=CC(=CC(=C1)CN2C=NC=N2)C(C)(C)C#N. Cell line: HOP-62. Synergy scores: CSS=39.4, Synergy_ZIP=0.145, Synergy_Bliss=-2.25, Synergy_Loewe=-1.41, Synergy_HSA=-1.00.